Dataset: Tyrosyl-DNA phosphodiesterase HTS with 341,365 compounds. Task: Binary Classification. Given a drug SMILES string, predict its activity (active/inactive) in a high-throughput screening assay against a specified biological target. (1) The molecule is Clc1cc2NC(NS(=O)(=O)c2cc1S(=O)(=O)N)CC. The result is 0 (inactive). (2) The drug is S(=O)(=O)(N1CCCC1)c1cc(NC(=O)COC(=O)CNC(=O)c2ccc(OCC)cc2)ccc1. The result is 0 (inactive). (3) The compound is O(C(=O)N1C(CCC1)C(=O)Nc1cc(O)ccc1)Cc1ccccc1. The result is 0 (inactive). (4) The drug is S(=O)(=O)(N1CCN(CC1)Cc1ccccc1)c1cc(OC)c(OC)cc1. The result is 0 (inactive).